From a dataset of Peptide-MHC class I binding affinity with 185,985 pairs from IEDB/IMGT. Regression. Given a peptide amino acid sequence and an MHC pseudo amino acid sequence, predict their binding affinity value. This is MHC class I binding data. The peptide sequence is APRTLVYLL. The MHC is Mamu-A07 with pseudo-sequence Mamu-A07. The binding affinity (normalized) is 0.00220.